Dataset: Forward reaction prediction with 1.9M reactions from USPTO patents (1976-2016). Task: Predict the product of the given reaction. (1) Given the reactants [Br:1][CH2:2][C:3](=O)[C@@H:4]([NH:15]C(=O)OC(C)(C)C)[CH2:5][C:6]1[CH:11]=[CH:10][C:9]([N+:12]([O-:14])=[O:13])=[CH:8][CH:7]=1.[S:24]1[CH:28]=[CH:27][CH:26]=[C:25]1[C:29]([NH2:31])=[O:30].C(OCC)C, predict the reaction product. The product is: [BrH:1].[N+:12]([C:9]1[CH:8]=[CH:7][C:6]([CH2:5][C@@H:4]([C:3]2[N:31]=[C:29]([C:25]3[S:24][CH:28]=[CH:27][CH:26]=3)[O:30][CH:2]=2)[NH2:15])=[CH:11][CH:10]=1)([O-:14])=[O:13]. (2) Given the reactants F[C:2]1[C:7]([S:8]([CH3:11])(=[O:10])=[O:9])=[CH:6][CH:5]=[CH:4][C:3]=1[CH:12]1[CH2:17][CH2:16][N:15]([CH2:18][CH2:19][CH3:20])[CH2:14][CH2:13]1.[C-:21]#[N:22].[Na+].C1OCCOCCOCCOCCOCCOC1.Cl, predict the reaction product. The product is: [CH3:11][S:8]([C:7]1[CH:6]=[CH:5][CH:4]=[C:3]([CH:12]2[CH2:17][CH2:16][N:15]([CH2:18][CH2:19][CH3:20])[CH2:14][CH2:13]2)[C:2]=1[C:21]#[N:22])(=[O:10])=[O:9].